From a dataset of Forward reaction prediction with 1.9M reactions from USPTO patents (1976-2016). Predict the product of the given reaction. (1) Given the reactants [NH2:1][C:2]1[CH:3]=[C:4]([CH:8]=[C:9]([C:11]([F:14])([F:13])[F:12])[CH:10]=1)[C:5]([OH:7])=O.[O:15]1[CH2:20][CH2:19][N:18]([CH2:21][CH2:22][NH2:23])[CH2:17][CH2:16]1.C(N(CC)CC)C.C(P1(=O)OP(CCC)(=O)OP(CCC)(=O)O1)CC, predict the reaction product. The product is: [NH2:1][C:2]1[CH:3]=[C:4]([CH:8]=[C:9]([C:11]([F:14])([F:13])[F:12])[CH:10]=1)[C:5]([NH:23][CH2:22][CH2:21][N:18]1[CH2:19][CH2:20][O:15][CH2:16][CH2:17]1)=[O:7]. (2) Given the reactants C(OCC)(=[O:3])C.[CH2:7]([C:9]1[CH:10]=[CH:11][C:12]2[O:17][C:16]([CH3:19])([CH3:18])[CH:15]=[CH:14][C:13]=2[CH:20]=1)[CH3:8].C1(CCCC2C=C[N+]([O-])=CC=2)C=CC=CC=1.Cl[O-].[Na+], predict the reaction product. The product is: [O:3]1[C@H:14]2[C@@H:15]1[C:16]([CH3:19])([CH3:18])[O:17][C:12]1[CH:11]=[CH:10][C:9]([CH2:7][CH3:8])=[CH:20][C:13]=12. (3) Given the reactants [NH:1]1[CH2:11][CH2:10][CH2:9][CH:3]([C:4]([O:6][CH2:7][CH3:8])=[O:5])[CH2:2]1.[CH3:12][C:13]([O:16][C:17](O[C:17]([O:16][C:13]([CH3:15])([CH3:14])[CH3:12])=[O:18])=[O:18])([CH3:15])[CH3:14].C(N(CC)CC)C.ClCCl, predict the reaction product. The product is: [N:1]1([C:17]([O:16][C:13]([CH3:15])([CH3:14])[CH3:12])=[O:18])[CH2:11][CH2:10][CH2:9][CH:3]([C:4]([O:6][CH2:7][CH3:8])=[O:5])[CH2:2]1. (4) Given the reactants [C:1]([O:5][C:6]([N:8]1[CH2:12][CH2:11][C@H:10]([CH:13]=[CH2:14])[C@H:9]1[CH2:15][OH:16])=[O:7])([CH3:4])([CH3:3])[CH3:2].CC(C)=[O:19].OS(O)(=O)=O.O=[Cr](=O)=O.OS(O)(=O)=O.O, predict the reaction product. The product is: [C:1]([O:5][C:6]([N:8]1[CH2:12][CH2:11][C@H:10]([CH:13]=[CH2:14])[C@H:9]1[C:15]([OH:19])=[O:16])=[O:7])([CH3:4])([CH3:3])[CH3:2].